Predict which catalyst facilitates the given reaction. From a dataset of Catalyst prediction with 721,799 reactions and 888 catalyst types from USPTO. Reactant: O[C:2]1([C:13]([CH3:17])([CH3:16])[CH2:14][OH:15])[CH2:5][N:4]([C:6]([O:8][C:9]([CH3:12])([CH3:11])[CH3:10])=[O:7])[CH2:3]1.CC([O-])(C)C.[K+].C1(C)C=CC(S(Cl)(=O)=O)=CC=1.O. Product: [C:9]([O:8][C:6]([N:4]1[CH2:5][C:2]2([O:15][CH2:14][C:13]2([CH3:17])[CH3:16])[CH2:3]1)=[O:7])([CH3:12])([CH3:11])[CH3:10]. The catalyst class is: 1.